Dataset: Catalyst prediction with 721,799 reactions and 888 catalyst types from USPTO. Task: Predict which catalyst facilitates the given reaction. (1) Reactant: [CH:1]1([N:4]2[C:13]3[C:8](=[CH:9][CH:10]=[C:11](F)[C:12]=3[O:14][CH:15]([F:17])[F:16])[C:7](=[O:19])[NH:6][C:5]2=[O:20])[CH2:3][CH2:2]1.[C:21]([O:25][C:26](=[O:35])[NH:27][C@H:28]([C@@H:30]1[CH2:34][CH2:33][NH:32][CH2:31]1)[CH3:29])([CH3:24])([CH3:23])[CH3:22].[Cl-].[NH4+]. Product: [C:21]([O:25][C:26](=[O:35])[NH:27][C@H:28]([C@@H:30]1[CH2:34][CH2:33][N:32]([C:11]2[C:12]([O:14][CH:15]([F:17])[F:16])=[C:13]3[C:8]([C:7](=[O:19])[NH:6][C:5](=[O:20])[N:4]3[CH:1]3[CH2:3][CH2:2]3)=[CH:9][CH:10]=2)[CH2:31]1)[CH3:29])([CH3:22])([CH3:23])[CH3:24]. The catalyst class is: 16. (2) Reactant: [C:1](=O)([S:3][CH2:4][P:5]([O:11][CH:12]([CH3:14])[CH3:13])([O:7][CH:8]([CH3:10])[CH3:9])=[O:6])[CH3:2].C[O-].[Na+].Br[CH:20](C)C. The catalyst class is: 5. Product: [CH:1]([S:3][CH2:4][P:5](=[O:6])([O:11][CH:12]([CH3:14])[CH3:13])[O:7][CH:8]([CH3:10])[CH3:9])([CH3:20])[CH3:2]. (3) Product: [I:12][C:3]1[CH:4]=[N:5][C:6]2[C:11]([C:2]=1[S:19][CH:18]1[CH2:17][CH2:16][O:15][CH:14]1[CH3:13])=[CH:10][CH:9]=[CH:8][CH:7]=2.[CH3:13][CH:14]1[CH:18]([S:19][C:3]2[CH:4]=[N:5][C:6]3[C:11]([C:2]=2[S:19][CH:18]2[CH2:14][CH2:20][O:23][CH:17]2[CH3:16])=[CH:10][CH:9]=[CH:8][CH:7]=3)[CH2:17][CH2:16][O:15]1. Reactant: Cl[C:2]1[C:11]2[C:6](=[CH:7][CH:8]=[CH:9][CH:10]=2)[N:5]=[CH:4][C:3]=1[I:12].[CH3:13][CH:14]1[CH:18]([SH:19])[CH2:17][CH2:16][O:15]1.[C:20](=[O:23])([O-])[O-].[Cs+].[Cs+]. The catalyst class is: 3. (4) Reactant: [CH2:1]([O:8][C:9](=[O:30])[C@@H:10]([NH:22][C:23]([O:25][C:26]([CH3:29])([CH3:28])[CH3:27])=[O:24])[CH2:11][CH2:12][C:13]1[NH:17][C:16]2[CH:18]=[CH:19][CH:20]=[CH:21][C:15]=2[N:14]=1)[C:2]1[CH:7]=[CH:6][CH:5]=[CH:4][CH:3]=1.[H-].[Na+].I[CH2:34][CH2:35][CH3:36].Cl. Product: [CH2:1]([O:8][C:9](=[O:30])[C@@H:10]([NH:22][C:23]([O:25][C:26]([CH3:27])([CH3:29])[CH3:28])=[O:24])[CH2:11][CH2:12][C:13]1[N:17]([CH2:34][CH2:35][CH3:36])[C:16]2[CH:18]=[CH:19][CH:20]=[CH:21][C:15]=2[N:14]=1)[C:2]1[CH:7]=[CH:6][CH:5]=[CH:4][CH:3]=1. The catalyst class is: 1. (5) Reactant: [CH3:1][C:2]1[CH:11]=[CH:10][C:5]2[C:6]([OH:9])=[N:7][O:8][C:4]=2[CH:3]=1.[Br:12]Br. Product: [Br:12][C:11]1[C:2]([CH3:1])=[CH:3][C:4]2[O:8][N:7]=[C:6]([OH:9])[C:5]=2[CH:10]=1. The catalyst class is: 15. (6) Reactant: [Cl:1][C:2]1[CH:3]=[C:4]([CH2:35][C:36]([OH:38])=[O:37])[CH:5]=[CH:6][C:7]=1[N:8]1[C:16](=[O:17])[C:15]2[C:14]([O:18][CH2:19][C:20]([F:23])([F:22])[F:21])=[C:13]3[CH:24]=[CH:25][CH:26]=[CH:27][C:12]3=[C:11]([O:28][CH2:29][C:30]([F:33])([F:32])[F:31])[C:10]=2[C:9]1=[O:34].[BH4-].[Na+]. Product: [Cl:1][C:2]1[CH:3]=[C:4]([CH2:35][C:36]([OH:38])=[O:37])[CH:5]=[CH:6][C:7]=1[N:8]1[CH:16]([OH:17])[C:15]2[C:14]([O:18][CH2:19][C:20]([F:23])([F:22])[F:21])=[C:13]3[CH:24]=[CH:25][CH:26]=[CH:27][C:12]3=[C:11]([O:28][CH2:29][C:30]([F:32])([F:33])[F:31])[C:10]=2[C:9]1=[O:34]. The catalyst class is: 199. (7) The catalyst class is: 23. Product: [Cl:24][C:21]1[CH:20]=[CH:19][C:18]([C:12]2([C:10](=[O:11])[CH2:9][S:1][C:2]3[N:3]([CH3:7])[CH:4]=[CH:5][N:6]=3)[CH2:17][CH2:16][CH2:15][CH2:14][CH2:13]2)=[CH:23][CH:22]=1. Reactant: [SH:1][C:2]1[N:3]([CH3:7])[CH:4]=[CH:5][N:6]=1.Br[CH2:9][C:10]([C:12]1([C:18]2[CH:23]=[CH:22][C:21]([Cl:24])=[CH:20][CH:19]=2)[CH2:17][CH2:16][CH2:15][CH2:14][CH2:13]1)=[O:11].CCN(CC)CC. (8) Reactant: [OH:1][CH:2]([C:11]1[CH:16]=[CH:15][C:14]([C:17]2[N:21]=[C:20]([C:22]3[O:26][N:25]=[C:24]([C:27]4[CH:32]=[CH:31][CH:30]=[CH:29][CH:28]=4)[C:23]=3[C:33]([F:36])([F:35])[F:34])[O:19][N:18]=2)=[CH:13][CH:12]=1)[C:3]([NH:5][CH2:6][CH2:7][C:8](O)=[O:9])=[O:4].[NH2:37][CH2:38][C:39]([CH3:42])([OH:41])[CH3:40].CN1CCOCC1.F[P-](F)(F)(F)(F)F.N1(O[P+](N(C)C)(N(C)C)N(C)C)C2C=CC=CC=2N=N1. Product: [OH:1][CH:2]([C:11]1[CH:16]=[CH:15][C:14]([C:17]2[N:21]=[C:20]([C:22]3[O:26][N:25]=[C:24]([C:27]4[CH:28]=[CH:29][CH:30]=[CH:31][CH:32]=4)[C:23]=3[C:33]([F:35])([F:36])[F:34])[O:19][N:18]=2)=[CH:13][CH:12]=1)[C:3]([NH:5][CH2:6][CH2:7][C:8]([NH:37][CH2:38][C:39]([OH:41])([CH3:42])[CH3:40])=[O:9])=[O:4]. The catalyst class is: 3.